Dataset: Forward reaction prediction with 1.9M reactions from USPTO patents (1976-2016). Task: Predict the product of the given reaction. (1) Given the reactants [C:1]([C:4]1[CH:5]=[C:6]([CH:11]=[C:12]([NH:14][C:15](=[O:19])[CH:16]([CH3:18])[CH3:17])[CH:13]=1)[C:7]([O:9][CH3:10])=[O:8])(=[O:3])[CH3:2].[H-].[Na+].CI.[CH3:24]C(O)=O, predict the reaction product. The product is: [C:1]([C:4]1[CH:5]=[C:6]([CH:11]=[C:12]([N:14]([C:15](=[O:19])[CH:16]([CH3:17])[CH3:18])[CH3:24])[CH:13]=1)[C:7]([O:9][CH3:10])=[O:8])(=[O:3])[CH3:2]. (2) Given the reactants [CH:1]([C:3]1[CH:12]=[CH:11][C:6]([C:7]([O:9][CH3:10])=[O:8])=[CH:5][N:4]=1)=[O:2].[CH2:13]([Mg]Br)[CH:14]([CH3:16])[CH3:15], predict the reaction product. The product is: [OH:2][CH:1]([C:3]1[CH:12]=[CH:11][C:6]([C:7]([O:9][CH3:10])=[O:8])=[CH:5][N:4]=1)[CH2:13][CH:14]([CH3:16])[CH3:15]. (3) Given the reactants C[O:2][C:3](=O)[C:4]([C:25]([F:28])([F:27])[F:26])=[C:5]([C:12]1[CH:17]=[CH:16][C:15]([O:18][CH:19]2[CH2:24][CH2:23][CH2:22][CH2:21][CH2:20]2)=[CH:14][CH:13]=1)[C:6](=O)[CH2:7][CH2:8][CH2:9][CH3:10].O.[NH2:31][NH2:32], predict the reaction product. The product is: [CH2:7]([C:6]1[C:5]([C:12]2[CH:17]=[CH:16][C:15]([O:18][CH:19]3[CH2:24][CH2:23][CH2:22][CH2:21][CH2:20]3)=[CH:14][CH:13]=2)=[C:4]([C:25]([F:28])([F:27])[F:26])[C:3](=[O:2])[NH:31][N:32]=1)[CH2:8][CH2:9][CH3:10]. (4) Given the reactants C(N(C(C)C)CC)(C)C.CCCP1(OP(CCC)(=O)OP(CCC)(=O)O1)=O.[Cl:28][C:29]1[CH:34]=[CH:33][C:32]([C:35]2[N:36]=[C:37]3[CH:42]=[CH:41][C:40]([C:43]([O-:45])=O)=[CH:39][N:38]3[C:46]=2[CH2:47][OH:48])=[CH:31][CH:30]=1.[Na+].Cl.[NH:51]1[CH2:55][CH2:54][C@@H:53]([OH:56])[CH2:52]1, predict the reaction product. The product is: [Cl:28][C:29]1[CH:30]=[CH:31][C:32]([C:35]2[N:36]=[C:37]3[CH:42]=[CH:41][C:40]([C:43]([N:51]4[CH2:55][CH2:54][C@@H:53]([OH:56])[CH2:52]4)=[O:45])=[CH:39][N:38]3[C:46]=2[CH2:47][OH:48])=[CH:33][CH:34]=1. (5) Given the reactants [CH2:1]1[C:7]2[CH:8]=[CH:9][C:10]([O:12][C:13]3[CH:21]=[CH:20][C:16]([C:17]([NH2:19])=[O:18])=[CH:15][N:14]=3)=[CH:11][C:6]=2[CH2:5][CH2:4][CH2:3][NH:2]1.C([O-])([O-])=O.[K+].[K+].Cl[CH2:29][CH2:30][CH2:31][N:32]1[CH2:37][CH2:36][O:35][CH2:34][CH2:33]1.C(OCC)(=O)C, predict the reaction product. The product is: [N:32]1([CH2:31][CH2:30][CH2:29][N:2]2[CH2:3][CH2:4][CH2:5][C:6]3[CH:11]=[C:10]([O:12][C:13]4[CH:21]=[CH:20][C:16]([C:17]([NH2:19])=[O:18])=[CH:15][N:14]=4)[CH:9]=[CH:8][C:7]=3[CH2:1]2)[CH2:37][CH2:36][O:35][CH2:34][CH2:33]1. (6) Given the reactants Cl[C:2]1[CH:11]=[CH:10][N:9]=[C:8]2[C:3]=1[CH:4]=[CH:5][C:6]([C:12]([F:15])([F:14])[F:13])=[N:7]2.[F:16][C:17]1[C:22]([C:23]2[CH:24]=[N:25][CH:26]=[CH:27][CH:28]=2)=[CH:21][CH:20]=[CH:19][C:18]=1B(O)O, predict the reaction product. The product is: [F:16][C:17]1[C:22]([C:23]2[CH:24]=[N:25][CH:26]=[CH:27][CH:28]=2)=[CH:21][CH:20]=[CH:19][C:18]=1[C:2]1[CH:11]=[CH:10][N:9]=[C:8]2[C:3]=1[CH:4]=[CH:5][C:6]([C:12]([F:15])([F:14])[F:13])=[N:7]2. (7) Given the reactants [CH3:1][NH:2][NH:3][CH3:4].CCN(C(C)C)C(C)C.[N:14]1[C:23]2[C:18](=[CH:19][C:20]([C:24](Cl)=[O:25])=[CH:21][CH:22]=2)[N:17]=[CH:16][CH:15]=1, predict the reaction product. The product is: [CH3:1][N:2]([C:24]([C:20]1[CH:19]=[C:18]2[C:23](=[CH:22][CH:21]=1)[N:14]=[CH:15][CH:16]=[N:17]2)=[O:25])[NH:3][CH3:4].